This data is from Reaction yield outcomes from USPTO patents with 853,638 reactions. The task is: Predict the reaction yield, written as a fraction of the theoretical maximum amount of product (1.0 means a 100% yield; for example, 0.34 means a 34% yield). (1) The reactants are [F:1][C:2]([F:7])([F:6])[C:3]([OH:5])=[O:4].[CH2:8]([N:10]([CH2:12][C:13]1[S:17][CH:16]=[C:15]([C:18]2[CH:19]=[C:20]3[C:24](=[C:25]([C:27]([NH2:29])=[O:28])[CH:26]=2)[NH:23][CH:22]=[C:21]3[CH:30]2[CH2:35][CH2:34][N:33]([S:36]([CH2:39][CH3:40])(=[O:38])=[O:37])[CH2:32][CH2:31]2)[CH:14]=1)[CH3:11])[CH3:9].CN[CH2:43][CH3:44]. No catalyst specified. The product is [F:1][C:2]([F:7])([F:6])[C:3]([OH:5])=[O:4].[CH2:39]([S:36]([N:33]1[CH2:34][CH2:35][CH:30]([C:21]2[C:20]3[C:24](=[C:25]([C:27]([NH2:29])=[O:28])[CH:26]=[C:18]([C:15]4[CH:14]=[C:13]([CH2:12][N:10]([CH3:11])[CH2:8][CH:9]5[CH2:2][CH2:3][O:5][CH2:44][CH2:43]5)[S:17][CH:16]=4)[CH:19]=3)[NH:23][CH:22]=2)[CH2:31][CH2:32]1)(=[O:37])=[O:38])[CH3:40]. The yield is 0.164. (2) The reactants are [N-:1]=[N+:2]=[N-:3].[Na+].Cl[C:6]1[N:11]=[CH:10][N:9]=[C:8]([O:12][C:13]2[CH:18]=[CH:17][CH:16]=[CH:15][C:14]=2/[C:19](=[CH:24]\[O:25][CH3:26])/[C:20]([O:22][CH3:23])=[O:21])[CH:7]=1.O. The catalyst is CN(C=O)C. The product is [N:1]([C:6]1[N:11]=[CH:10][N:9]=[C:8]([O:12][C:13]2[CH:18]=[CH:17][CH:16]=[CH:15][C:14]=2/[C:19](=[CH:24]\[O:25][CH3:26])/[C:20]([O:22][CH3:23])=[O:21])[CH:7]=1)=[N+:2]=[N-:3]. The yield is 0.990. (3) The reactants are C([O:3][C:4](=O)[CH2:5][CH2:6][NH:7][C:8]1[CH:13]=[C:12]([CH3:14])[CH:11]=[C:10]([CH3:15])[CH:9]=1)C.[NH3:17]. The catalyst is CO. The product is [CH3:15][C:10]1[CH:9]=[C:8]([NH:7][CH2:6][CH2:5][C:4]([NH2:17])=[O:3])[CH:13]=[C:12]([CH3:14])[CH:11]=1. The yield is 1.00. (4) The reactants are [CH3:1][O:2][C:3]1[CH:11]=[C:10]([O:12][CH3:13])[CH:9]=[CH:8][C:4]=1[C:5]([OH:7])=[O:6].[Br:14]Br. The catalyst is C(Cl)(Cl)Cl. The product is [Br:14][C:9]1[C:10]([O:12][CH3:13])=[CH:11][C:3]([O:2][CH3:1])=[C:4]([CH:8]=1)[C:5]([OH:7])=[O:6]. The yield is 0.780. (5) The reactants are [NH2:1][C:2]1[CH:7]=[CH:6][CH:5]=[CH:4][CH:3]=1.C([O-])([O-])=O.[K+].[K+].Cl[C:15]1[N:20]=[CH:19][N:18]=[C:17]([NH:21][C:22]2[CH:27]=[CH:26][CH:25]=[C:24]([NH2:28])[N:23]=2)[CH:16]=1. The catalyst is CN(C=O)C. The product is [NH2:28][C:24]1[N:23]=[C:22]([NH:21][C:17]2[CH:16]=[C:15]([NH:1][C:2]3[CH:7]=[CH:6][CH:5]=[CH:4][CH:3]=3)[N:20]=[CH:19][N:18]=2)[CH:27]=[CH:26][CH:25]=1. The yield is 0.210.